From a dataset of Catalyst prediction with 721,799 reactions and 888 catalyst types from USPTO. Predict which catalyst facilitates the given reaction. (1) Product: [C:11]1([S:8]([NH:7][CH2:6][CH2:5][C:4]([OH:17])=[O:3])(=[O:10])=[O:9])[CH:12]=[CH:13][CH:14]=[CH:15][CH:16]=1. The catalyst class is: 8. Reactant: C([O:3][C:4](=[O:17])[CH2:5][CH2:6][NH:7][S:8]([C:11]1[CH:16]=[CH:15][CH:14]=[CH:13][CH:12]=1)(=[O:10])=[O:9])C.[OH-].[Na+].O. (2) Reactant: [CH2:1]([Li])CCC.[NH:6]1[C:10]2[CH:11]=[CH:12][CH:13]=[CH:14][C:9]=2[N:8]=[C:7]1[S:15][CH:16]1[CH2:21][CH2:20][N:19]([C:22]([O:24][C:25]([CH3:28])([CH3:27])[CH3:26])=[O:23])[CH2:18][CH2:17]1.CI.[Cl-].[NH4+]. Product: [CH3:1][N:6]1[C:10]2[CH:11]=[CH:12][CH:13]=[CH:14][C:9]=2[N:8]=[C:7]1[S:15][CH:16]1[CH2:21][CH2:20][N:19]([C:22]([O:24][C:25]([CH3:28])([CH3:27])[CH3:26])=[O:23])[CH2:18][CH2:17]1. The catalyst class is: 7. (3) Reactant: [C:1]([C:3]1[CH:4]=[C:5]([CH:10]=[C:11]([O:13][CH3:14])[N:12]=1)[C:6]([O:8]C)=[O:7])#[N:2].[Li+].[OH-].Cl. Product: [C:1]([C:3]1[CH:4]=[C:5]([CH:10]=[C:11]([O:13][CH3:14])[N:12]=1)[C:6]([OH:8])=[O:7])#[N:2]. The catalyst class is: 87.